From a dataset of Drug-target binding data from BindingDB using IC50 measurements. Regression. Given a target protein amino acid sequence and a drug SMILES string, predict the binding affinity score between them. We predict pIC50 (pIC50 = -log10(IC50 in M); higher means more potent). Dataset: bindingdb_ic50. (1) The drug is CCS(=O)(=O)c1cc2cc(C[C@](O)(CC(C)(C)c3ccc(F)cc3C(N)=O)C(F)(F)F)[nH]c2cn1. The target protein (P06537) has sequence MDSKESLAPPGRDEVPSSLLGRGRGSVMDLYKTLRGGATVKVSASSPSVAAASQADSKQQRILLDFSKGSASNAQQQQQQQQPQPDLSKAVSLSMGLYMGETETKVMGNDLGYPQQGQLGLSSGETDFRLLEESIANLNRSTSRPENPKSSTPAAGCATPTEKEFPQTHSDPSSEQQNRKSQPGTNGGSVKLYTTDQSTFDILQDLEFSAGSPGKETNESPWRSDLLIDENLLSPLAGEDDPFLLEGDVNEDCKPLILPDTKPKIQDTGDTILSSPSSVALPQVKTEKDDFIELCTPGVIKQEKLGPVYCQASFSGTNIIGNKMSAISVHGVSTSGGQMYHYDMNTASLSQQQDQKPVFNVIPPIPVGSENWNRCQGSGEDNLTSLGAMNFAGRSVFSNGYSSPGMRPDVSSPPSSSSTATGPPPKLCLVCSDEASVCHYGVLTCGSCKVFFKRAVEGQHNYLCAGRNDCIIDKIRRKNCPACRYRKCLQAGMNLEARKT.... The pIC50 is 6.2. (2) The small molecule is CCOc1ccc2cc(-c3nn(C(C)(C)C)c(N)c3C(N)=O)ccc2c1. The target protein sequence is MEEDDNLKKGNERNKKKAIFSNDDFTGEDSLMEDHLELREKLSEDIDMIKTSLKNNLVCSTLNDNEILTLSNYMQFFVFKSGNLVIKQGEKGSYFFIINSGKFDVYVNDKKVKTMGKGSSFGEAALIHNTQRSATIIAETDGTLWGVQRSTFRATLKQLSNRNFNENRTFIDSVSVFDMLTEAQKNMITNACVIQNFKSGETIVKQGDYGDVLYILKEGKATVYINDEEIRVLEKGSYFGERALLYDEPRSATIIAKEPTACASICRKLLNIVLGNLQVVLFRNIMTEALQQSEIFKQFSGDQLNDLADTAIVRDYPANYNILHKDKVKSVKYIIVLEGKVELFLDDTSIGILSRGMSFGDQYVLNQKQPFKHTIKSLEVCKIALITETCLADCLGNNNIDASIDYNNKKSIIKKMYIFRYLTDKQCNLLIEAFRTTRYEEGDYIIQEGEVGSRFYIIKNGEVEIVKNKKRLRTLGKNDYFGERALLYDEPRTASVISKV.... The pIC50 is 5.6. (3) The small molecule is CCCN1CCc2cccc3c2[C@H]1Cc1cccc(O)c1-3. The target protein (P07101) has sequence MPTPDATTPQAKGFRRAVSELDAKQAEAIMVRGQGAPGPSLTGSPWPGTAAPAASYTPTPRSPRFIGRRQSLIEDARKEREAAVAAAAAAVPSEPGDPLEAVAFEEKEGKAVLNLLFSPRATKPSALSRAVKVFETFEAKIHHLETRPAQRPRAGGPHLEYFVRLEVRRGDLAALLSGVRQVSEDVRSPAGPKVPWFPRKVSELDKCHHLVTKFDPDLDLDHPGFSDQVYRQRRKLIAEIAFQYRHGDPIPRVEYTAEEIATWKEVYTTLKGLYATHACGEHLEAFALLERFSGYREDNIPQLEDVSRFLKERTGFQLRPVAGLLSARDFLASLAFRVFQCTQYIRHASSPMHSPEPDCCHELLGHVPMLADRTFAQFSQDIGLASLGASDEEIEKLSTLYWFTVEFGLCKQNGEVKAYGAGLLSSYGELLHCLSEEPEIRAFDPEAAAVQPYQDQTYQSVYFVSESFSDAKDKLRSYASRIQRPFSVKFDPYTLAIDVL.... The pIC50 is 4.4. (4) The compound is Cc1nc2n(c(=O)c1CCN1CCN(c3cccc4sccc34)CC1)CCCC2O. The target protein (P14416) has sequence MDPLNLSWYDDDLERQNWSRPFNGSDGKADRPHYNYYATLLTLLIAVIVFGNVLVCMAVSREKALQTTTNYLIVSLAVADLLVATLVMPWVVYLEVVGEWKFSRIHCDIFVTLDVMMCTASILNLCAISIDRYTAVAMPMLYNTRYSSKRRVTVMISIVWVLSFTISCPLLFGLNNADQNECIIANPAFVVYSSIVSFYVPFIVTLLVYIKIYIVLRRRRKRVNTKRSSRAFRAHLRAPLKGNCTHPEDMKLCTVIMKSNGSFPVNRRRVEAARRAQELEMEMLSSTSPPERTRYSPIPPSHHQLTLPDPSHHGLHSTPDSPAKPEKNGHAKDHPKIAKIFEIQTMPNGKTRTSLKTMSRRKLSQQKEKKATQMLAIVLGVFIICWLPFFITHILNIHCDCNIPPVLYSAFTWLGYVNSAVNPIIYTTFNIEFRKAFLKILHC. The pIC50 is 7.7. (5) The small molecule is CCCCCCC#CC(=O)C(F)(F)F. The target protein (Q91WG0) has sequence MTRNQLHNWLNAGFFGLLLLLIHVQGQDSPEANPIRNTHTGQIQGSLIHVKDTKAGVHTFLGIPFAKPPVGPLRFAPPEAPEPWSGVRDGTAHPAMCLQNLDMLNEAGLPDMKMMLSSFPMSEDCLYLNIYTPAHAHEGSNLPVMVWIHGGALVIGMASMFDGSLLTVNEDLVVVTIQYRLGVLGFFSTGDQHARGNWGYLDQAAALRWVQQNIAHFGGNPDRVTIFGESAGGTSVSSHVVSPMSQGLFHGAIMESGVALLPDLISETSEMVSTTVAKLSGCEAMDSQALVRCLRGKSEAEILAINKVFKMIPAVVDGEFFPRHPKELLASEDFHPVPSIIGVNNDEFGWSIPVVMGSAQMIKGITRENLQAVLKDTAVQMMLPPECSDLLMEEYMGDTEDAQTLQIQFTEMMGDFMFVIPALQVAHFQRSHAPVYFYEFQHPPSYFKDVRPPHVKADHADEIPFVFASFFWGMKLDFTEEEELLSRRMMKYWANFARHG.... The pIC50 is 2.7. (6) The small molecule is CCCCNC(=O)c1ccc(Oc2ccc(CC(=O)O)cc2OC)c(NS(=O)(=O)c2ccc(Cl)c(Cl)c2)c1. The target protein (Q13258) has sequence MKSPFYRCQNTTSVEKGNSAVMGGVLFSTGLLGNLLALGLLARSGLGWCSRRPLRPLPSVFYMLVCGLTVTDLLGKCLLSPVVLAAYAQNRSLRVLAPALDNSLCQAFAFFMSFFGLSSTLQLLAMALECWLSLGHPFFYRRHITLRLGALVAPVVSAFSLAFCALPFMGFGKFVQYCPGTWCFIQMVHEEGSLSVLGYSVLYSSLMALLVLATVLCNLGAMRNLYAMHRRLQRHPRSCTRDCAEPRADGREASPQPLEELDHLLLLALMTVLFTMCSLPVIYRAYYGAFKDVKEKNRTSEEAEDLRALRFLSVISIVDPWIFIIFRSPVFRIFFHKIFIRPLRYRSRCSNSTNMESSL. The pIC50 is 7.7.